This data is from Full USPTO retrosynthesis dataset with 1.9M reactions from patents (1976-2016). The task is: Predict the reactants needed to synthesize the given product. (1) Given the product [Br-:16].[C:12]([O:11][C:9]([NH:18][C@H:19]1[CH2:24][CH2:23][CH2:22][N+:21]([CH2:25][CH2:26][CH2:27][C:28]2[CH:33]=[CH:32][CH:31]=[C:30]([OH:34])[CH:29]=2)([CH2:35][CH2:36][CH2:37][C:38]2[CH:43]=[CH:42][CH:41]=[C:40]([OH:44])[CH:39]=2)[CH2:20]1)=[O:10])([CH3:13])([CH3:14])[CH3:15], predict the reactants needed to synthesize it. The reactants are: [C:9](O[C:9]([O:11][C:12]([CH3:15])([CH3:14])[CH3:13])=[O:10])([O:11][C:12]([CH3:15])([CH3:14])[CH3:13])=[O:10].[BrH:16].[Br-].[NH2:18][C@H:19]1[CH2:24][CH2:23][CH2:22][N+:21]([CH2:35][CH2:36][CH2:37][C:38]2[CH:43]=[CH:42][CH:41]=[C:40]([OH:44])[CH:39]=2)([CH2:25][CH2:26][CH2:27][C:28]2[CH:33]=[CH:32][CH:31]=[C:30]([OH:34])[CH:29]=2)[CH2:20]1.C(N(CC)CC)C. (2) The reactants are: [CH3:1][CH:2]([C:4]1[N:8]=[C:7]([N:9]2[CH2:14][CH2:13][CH:12]([CH2:15][OH:16])[CH2:11][CH2:10]2)[O:6][N:5]=1)[CH3:3].CC(OI1(OC(C)=O)(OC(C)=O)OC(=O)C2C=CC=CC1=2)=O. Given the product [CH3:3][CH:2]([C:4]1[N:8]=[C:7]([N:9]2[CH2:14][CH2:13][CH:12]([CH:15]=[O:16])[CH2:11][CH2:10]2)[O:6][N:5]=1)[CH3:1], predict the reactants needed to synthesize it. (3) Given the product [CH3:10][C:11]12[C:23]3([CH3:24])[N:15]4[CH2:16][CH2:17][CH2:18][N:19]3[CH2:20][CH2:21][N:22]1[CH2:2][CH:3]([C:4]([O:6][CH3:7])=[O:5])[CH2:8][N:12]2[CH2:13][CH2:14]4, predict the reactants needed to synthesize it. The reactants are: Br[CH2:2][CH:3]([CH2:8]Br)[C:4]([O:6][CH3:7])=[O:5].[CH3:10][C:11]12[C:23]3([CH3:24])[N:15]([CH2:16][CH2:17][CH2:18][N:19]3[CH2:20][CH2:21][NH:22]1)[CH2:14][CH2:13][NH:12]2.C(=O)([O-])[O-].[K+].[K+]. (4) Given the product [S:13]1[C:17]2[CH:18]=[CH:19][CH:20]=[CH:21][C:16]=2[C:15]([S:22]([NH:1][C:2]2[CH:11]=[CH:10][C:5]([C:6]([O:8][CH3:9])=[O:7])=[C:4]([OH:12])[CH:3]=2)(=[O:23])=[O:24])=[CH:14]1, predict the reactants needed to synthesize it. The reactants are: [NH2:1][C:2]1[CH:3]=[C:4]([OH:12])[C:5](=[CH:10][CH:11]=1)[C:6]([O:8][CH3:9])=[O:7].[S:13]1[C:17]2[CH:18]=[CH:19][CH:20]=[CH:21][C:16]=2[C:15]([S:22](Cl)(=[O:24])=[O:23])=[CH:14]1.N1C=CC=CC=1.